From a dataset of Reaction yield outcomes from USPTO patents with 853,638 reactions. Predict the reaction yield, written as a fraction of the theoretical maximum amount of product (1.0 means a 100% yield; for example, 0.34 means a 34% yield). (1) The reactants are [NH2:1][CH2:2][CH2:3][C:4]1[CH:9]=[CH:8][C:7]([C:10]2[N:11]=[C:12]([NH2:15])[S:13][CH:14]=2)=[CH:6][CH:5]=1.O.[OH-].[Na+].[C:19](O[C:19]([O:21][C:22]([CH3:25])([CH3:24])[CH3:23])=[O:20])([O:21][C:22]([CH3:25])([CH3:24])[CH3:23])=[O:20]. The catalyst is O1CCOCC1. The product is [C:22]([O:21][C:19](=[O:20])[NH:1][CH2:2][CH2:3][C:4]1[CH:5]=[CH:6][C:7]([C:10]2[N:11]=[C:12]([NH2:15])[S:13][CH:14]=2)=[CH:8][CH:9]=1)([CH3:25])([CH3:24])[CH3:23]. The yield is 0.632. (2) The reactants are [O:1]([C:8]1[CH:9]=[C:10]([CH:26]=[CH:27][CH:28]=1)[CH2:11][N:12]1[CH2:17][CH2:16][CH:15]([NH:18][C:19]2[C:20]([NH2:25])=[CH:21][CH:22]=[CH:23][CH:24]=2)[CH2:14][CH2:13]1)[C:2]1[CH:7]=[CH:6][CH:5]=[CH:4][CH:3]=1.O.[N:30]#[C:31]Br. The catalyst is CO. The product is [O:1]([C:8]1[CH:9]=[C:10]([CH:26]=[CH:27][CH:28]=1)[CH2:11][N:12]1[CH2:17][CH2:16][CH:15]([N:18]2[C:19]3[CH:24]=[CH:23][CH:22]=[CH:21][C:20]=3[N:25]=[C:31]2[NH2:30])[CH2:14][CH2:13]1)[C:2]1[CH:3]=[CH:4][CH:5]=[CH:6][CH:7]=1. The yield is 0.290.